This data is from Catalyst prediction with 721,799 reactions and 888 catalyst types from USPTO. The task is: Predict which catalyst facilitates the given reaction. (1) Reactant: C([O:8][C:9]1[C:10]([C@:18]2([CH2:41][O:42]CC3C=CC=CC=3)[C:26]3[C:21](=[CH:22][CH:23]=[CH:24][CH:25]=3)[N:20]([CH:27]([C:34]3[CH:39]=[CH:38][CH:37]=[CH:36][CH:35]=3)[C:28]3[CH:33]=[CH:32][CH:31]=[CH:30][CH:29]=3)[C:19]2=[O:40])=[CH:11][C:12]2[O:16][CH2:15][O:14][C:13]=2[CH:17]=1)C1C=CC=CC=1.C(O)(=O)C. Product: [C:34]1([CH:27]([C:28]2[CH:29]=[CH:30][CH:31]=[CH:32][CH:33]=2)[N:20]2[C:21]3[C:26](=[CH:25][CH:24]=[CH:23][CH:22]=3)[C@:18]([C:10]3[C:9]([OH:8])=[CH:17][C:13]4[O:14][CH2:15][O:16][C:12]=4[CH:11]=3)([CH2:41][OH:42])[C:19]2=[O:40])[CH:35]=[CH:36][CH:37]=[CH:38][CH:39]=1. The catalyst class is: 45. (2) Reactant: [CH:1]([C:4]1[S:5][CH:6]=[C:7]([C:9]#[N:10])[N:8]=1)([CH3:3])[CH3:2].C([Li])CCC.[N+:16]([C:19]1[CH:26]=[CH:25][CH:24]=[CH:23][C:20]=1[CH:21]=[O:22])([O-:18])=[O:17]. Product: [OH:22][CH:21]([C:20]1[CH:23]=[CH:24][CH:25]=[CH:26][C:19]=1[N+:16]([O-:18])=[O:17])[C:6]1[S:5][C:4]([CH:1]([CH3:3])[CH3:2])=[N:8][C:7]=1[C:9]#[N:10]. The catalyst class is: 1. (3) Reactant: [CH2:1]([O:7][C:8]1[CH:16]=[CH:15][C:11]([C:12](Cl)=[O:13])=[CH:10]C=1)[CH2:2][CH2:3][CH2:4][CH2:5][CH3:6].[CH3:17][C:18]([CH3:23])([CH3:22])[CH2:19][CH2:20][NH2:21].O.OC1C2N=N[NH:31]C=2C=CC=1. Product: [CH3:17][C:18]([CH3:23])([CH3:22])[CH2:19][CH2:20][NH:21][C:12]([C:11]1[CH:10]=[N:31][C:8]([O:7][CH2:1][CH2:2][CH2:3][CH2:4][CH2:5][CH3:6])=[CH:16][CH:15]=1)=[O:13]. The catalyst class is: 42. (4) Reactant: C([O:5][C:6](=[O:38])[C:7]1[CH:12]=[CH:11][CH:10]=[C:9]([NH:13][C:14]2[N:19]=[C:18]([O:20][C:21]3[CH:26]=[CH:25][C:24]([C:27]#[N:28])=[CH:23][CH:22]=3)[N:17]=[C:16]([O:29][C:30]3[CH:35]=[CH:34][C:33]([O:36][CH3:37])=[CH:32][CH:31]=3)[N:15]=2)[CH:8]=1)(C)(C)C.CCOCC.CCCCCC. Product: [C:27]([C:24]1[CH:23]=[CH:22][C:21]([O:20][C:18]2[N:17]=[C:16]([O:29][C:30]3[CH:31]=[CH:32][C:33]([O:36][CH3:37])=[CH:34][CH:35]=3)[N:15]=[C:14]([NH:13][C:9]3[CH:8]=[C:7]([CH:12]=[CH:11][CH:10]=3)[C:6]([OH:38])=[O:5])[N:19]=2)=[CH:26][CH:25]=1)#[N:28]. The catalyst class is: 14. (5) Reactant: [CH2:1](/[C:3](/[C:11](=O)[CH2:12][CH:13]([CH3:15])[CH3:14])=[C:4](/O)\[C:5]([O:7][CH2:8][CH3:9])=[O:6])[CH3:2].[C:17]1([NH:23][NH2:24])[CH:22]=[CH:21][CH:20]=[CH:19][CH:18]=1.Cl. Product: [CH2:1]([C:3]1[C:4]([C:5]([O:7][CH2:8][CH3:9])=[O:6])=[N:24][N:23]([C:17]2[CH:22]=[CH:21][CH:20]=[CH:19][CH:18]=2)[C:11]=1[CH2:12][CH:13]([CH3:15])[CH3:14])[CH3:2]. The catalyst class is: 8. (6) Reactant: [F:1][C:2]1([F:8])[CH2:5][CH:4]([CH2:6][OH:7])[CH2:3]1.[H-].[Na+].[N:11]1[CH:16]=[CH:15][CH:14]=[CH:13][C:12]=1[C@@:17]12[O:35][CH2:34][O:33][C@@H:18]1[CH2:19][N:20]([C:23]([C:25]1[CH:30]=[CH:29][C:28](F)=[C:27]([Cl:32])[CH:26]=1)=[O:24])[CH2:21][CH2:22]2. Product: [N:11]1[CH:16]=[CH:15][CH:14]=[CH:13][C:12]=1[C@@:17]12[O:35][CH2:34][O:33][C@@H:18]1[CH2:19][N:20]([C:23]([C:25]1[CH:30]=[CH:29][C:28]([O:7][CH2:6][CH:4]3[CH2:5][C:2]([F:8])([F:1])[CH2:3]3)=[C:27]([Cl:32])[CH:26]=1)=[O:24])[CH2:21][CH2:22]2. The catalyst class is: 39. (7) Reactant: [CH3:1][N:2]1[C:6]([C:7]#[C:8][C:9]2[CH:10]=[N:11][CH:12]=[CH:13][CH:14]=2)=[CH:5][C:4]([NH2:15])=[N:3]1.C1C[O:19][CH2:18][CH2:17]1.C(N(C(C)C)CC)(C)C.C(Cl)(=O)C. Product: [CH3:1][N:2]1[C:6]([C:7]#[C:8][C:9]2[CH:10]=[N:11][CH:12]=[CH:13][CH:14]=2)=[CH:5][C:4]([NH:15][C:18](=[O:19])[CH3:17])=[N:3]1. The catalyst class is: 25. (8) Reactant: C(OCC)(=O)C.C(O)C.[C:10]([O:14][C:15]([NH:17][C@@H:18]([CH2:23][C:24]1[CH:29]=[CH:28][CH:27]=[CH:26][CH:25]=1)[C:19](=[O:22])[CH2:20][Cl:21])=[O:16])([CH3:13])([CH3:12])[CH3:11].[BH4-].[Na+]. Product: [C:10]([O:14][C:15]([NH:17][C@@H:18]([CH2:23][C:24]1[CH:25]=[CH:26][CH:27]=[CH:28][CH:29]=1)[C@H:19]([OH:22])[CH2:20][Cl:21])=[O:16])([CH3:13])([CH3:11])[CH3:12]. The catalyst class is: 15. (9) Reactant: [N+:1]([C:4]1[CH:5]=[N:6][NH:7][CH:8]=1)([O-:3])=[O:2].C(=O)([O-])[O-].[K+].[K+].[CH3:15][O:16][C:17]1[CH:24]=[CH:23][C:20]([CH2:21]Cl)=[CH:19][CH:18]=1. Product: [CH3:15][O:16][C:17]1[CH:24]=[CH:23][C:20]([CH2:21][N:6]2[CH:5]=[C:4]([N+:1]([O-:3])=[O:2])[CH:8]=[N:7]2)=[CH:19][CH:18]=1. The catalyst class is: 85.